This data is from Full USPTO retrosynthesis dataset with 1.9M reactions from patents (1976-2016). The task is: Predict the reactants needed to synthesize the given product. (1) Given the product [Cl:9][CH2:10][C:11]([O:2][C:1]1[CH:8]=[CH:7][C:5]([O:6][C:11](=[O:12])[CH2:10][Cl:9])=[CH:4][CH:3]=1)=[O:12], predict the reactants needed to synthesize it. The reactants are: [C:1]1([CH:8]=[CH:7][C:5]([OH:6])=[CH:4][CH:3]=1)[OH:2].[Cl:9][CH2:10][C:11](Cl)=[O:12]. (2) Given the product [CH3:1][C:2]1[N:3]=[CH:4][N:5]([C:8]2[CH:9]=[C:10]([NH:11][C:21]3[C:30]4[CH2:29][CH2:28][C:27]5[S:31][CH:32]=[CH:33][C:26]=5[C:25]=4[N:24]=[CH:23][N:22]=3)[CH:12]=[CH:13][CH:14]=2)[C:6]=1[CH3:7], predict the reactants needed to synthesize it. The reactants are: [CH3:1][C:2]1[N:3]=[CH:4][N:5]([C:8]2[CH:9]=[C:10]([CH:12]=[CH:13][CH:14]=2)[NH2:11])[C:6]=1[CH3:7].C([Li])CCC.Cl[C:21]1[C:30]2[CH2:29][CH2:28][C:27]3[S:31][CH:32]=[CH:33][C:26]=3[C:25]=2[N:24]=[CH:23][N:22]=1. (3) Given the product [F:32][C:31]([F:34])([F:33])[S:28]([O:20][C:17]1[CH2:18][CH2:19][O:14][CH2:15][CH:16]=1)(=[O:30])=[O:29], predict the reactants needed to synthesize it. The reactants are: [Li+].CC([N-]C(C)C)C.C1COCC1.[O:14]1[CH2:19][CH2:18][C:17](=[O:20])[CH2:16][CH2:15]1.C1(N([S:28]([C:31]([F:34])([F:33])[F:32])(=[O:30])=[O:29])[S:28]([C:31]([F:34])([F:33])[F:32])(=[O:30])=[O:29])C=CC=CC=1. (4) Given the product [Br:29][C:27]1[CH:28]=[C:23]([C:9]2[CH:16]=[CH:15][C:14]([C:17]([F:18])([F:19])[F:20])=[CH:13][C:10]=2[CH:11]=[O:12])[C:24]([O:30][CH3:31])=[N:25][CH:26]=1, predict the reactants needed to synthesize it. The reactants are: CC1(C)C(C)(C)OB([C:9]2[CH:16]=[CH:15][C:14]([C:17]([F:20])([F:19])[F:18])=[CH:13][C:10]=2[CH:11]=[O:12])O1.Br[C:23]1[C:24]([O:30][CH3:31])=[N:25][CH:26]=[C:27]([Br:29])[CH:28]=1.C(=O)([O-])[O-].[K+].[K+].CCOC(C)=O.